This data is from Forward reaction prediction with 1.9M reactions from USPTO patents (1976-2016). The task is: Predict the product of the given reaction. (1) Given the reactants C([O:3][C:4](=[O:38])[CH2:5][CH2:6][CH2:7][CH2:8][CH2:9][O:10][C:11]1[CH:16]=[CH:15][C:14]([C:17]([CH2:35][CH3:36])([C:20]2[CH:25]=[CH:24][C:23]([CH2:26][CH2:27][CH:28]([OH:33])[C:29]([CH3:32])([CH3:31])[CH3:30])=[C:22]([CH3:34])[CH:21]=2)[CH2:18][CH3:19])=[CH:13][C:12]=1[CH3:37])C.[OH-].[K+].Cl, predict the reaction product. The product is: [CH2:18]([C:17]([C:14]1[CH:15]=[CH:16][C:11]([O:10][CH2:9][CH2:8][CH2:7][CH2:6][CH2:5][C:4]([OH:38])=[O:3])=[C:12]([CH3:37])[CH:13]=1)([C:20]1[CH:25]=[CH:24][C:23]([CH2:26][CH2:27][CH:28]([OH:33])[C:29]([CH3:31])([CH3:32])[CH3:30])=[C:22]([CH3:34])[CH:21]=1)[CH2:35][CH3:36])[CH3:19]. (2) Given the reactants [F:1][C@H:2]1[CH2:6][N:5]([C:7]2([C:22]3[CH:27]=[CH:26][CH:25]=[CH:24][C:23]=3[O:28][CH3:29])[C:15]3[C:10](=[CH:11][CH:12]=[C:13]([O:16][C:17]([F:20])([F:19])[F:18])[CH:14]=3)[NH:9][C:8]2=[O:21])[C@H:4]([C:30]([N:32]([CH3:34])[CH3:33])=[O:31])[CH2:3]1.[CH3:35][O:36][C:37]1[CH:42]=[CH:41][C:40]([S:43](Cl)(=[O:45])=[O:44])=[C:39]([O:47][C:48]([F:51])([F:50])[F:49])[CH:38]=1, predict the reaction product. The product is: [F:1][C@H:2]1[CH2:6][N:5]([C:7]2([C:22]3[CH:27]=[CH:26][CH:25]=[CH:24][C:23]=3[O:28][CH3:29])[C:15]3[C:10](=[CH:11][CH:12]=[C:13]([O:16][C:17]([F:20])([F:19])[F:18])[CH:14]=3)[N:9]([S:43]([C:40]3[CH:41]=[CH:42][C:37]([O:36][CH3:35])=[CH:38][C:39]=3[O:47][C:48]([F:49])([F:50])[F:51])(=[O:45])=[O:44])[C:8]2=[O:21])[C@H:4]([C:30]([N:32]([CH3:33])[CH3:34])=[O:31])[CH2:3]1. (3) Given the reactants [H-].[Na+].[Cl:3][C:4]1[CH:9]=[CH:8][N:7]=[C:6]([NH:10][C:11]2[CH:16]=[C:15]([N:17]3[CH2:22][CH2:21][O:20][CH2:19][CH2:18]3)[CH:14]=[C:13]([N:23]3[CH2:28][CH2:27][O:26][CH2:25][CH2:24]3)[CH:12]=2)[N:5]=1.[CH3:29][O:30][C:31]1[CH:38]=[CH:37][C:34]([CH2:35]Br)=[CH:33][CH:32]=1.CN(C=O)C, predict the reaction product. The product is: [Cl:3][C:4]1[CH:9]=[CH:8][N:7]=[C:6]([N:10]([C:11]2[CH:16]=[C:15]([N:17]3[CH2:22][CH2:21][O:20][CH2:19][CH2:18]3)[CH:14]=[C:13]([N:23]3[CH2:28][CH2:27][O:26][CH2:25][CH2:24]3)[CH:12]=2)[CH2:35][C:34]2[CH:37]=[CH:38][C:31]([O:30][CH3:29])=[CH:32][CH:33]=2)[N:5]=1. (4) Given the reactants C[O:2][C:3](=[O:28])[CH2:4][C:5]1[C:9]2[C:10]([Cl:26])=[CH:11][C:12]([O:14][CH2:15][C:16]3[N:20]([CH3:21])[N:19]=[C:18]([C:22]([F:25])([F:24])[F:23])[CH:17]=3)=[CH:13][C:8]=2[S:7][C:6]=1[CH3:27].C1COCC1.[OH-].[Na+].Cl, predict the reaction product. The product is: [Cl:26][C:10]1[C:9]2[C:5]([CH2:4][C:3]([OH:28])=[O:2])=[C:6]([CH3:27])[S:7][C:8]=2[CH:13]=[C:12]([O:14][CH2:15][C:16]2[N:20]([CH3:21])[N:19]=[C:18]([C:22]([F:24])([F:23])[F:25])[CH:17]=2)[CH:11]=1. (5) Given the reactants [CH3:1][O:2][CH2:3][CH2:4][O:5][CH2:6][CH2:7]O.C1(P(C2C=CC=CC=2)C2C=CC=CC=2)C=CC=CC=1.N(C(OC(C)C)=O)=NC(OC(C)C)=O.[Cl:42][C:43]1[C:52]([OH:53])=[CH:51][C:46]([C:47]([O:49]C)=[O:48])=[CH:45][N:44]=1.O.[OH-].[Li+].Cl, predict the reaction product. The product is: [Cl:42][C:43]1[C:52]([O:53][CH2:7][CH2:6][O:5][CH2:4][CH2:3][O:2][CH3:1])=[CH:51][C:46]([C:47]([OH:49])=[O:48])=[CH:45][N:44]=1.